From a dataset of Catalyst prediction with 721,799 reactions and 888 catalyst types from USPTO. Predict which catalyst facilitates the given reaction. (1) Reactant: [CH2:1]([O:8][C:9]1[CH:10]=[C:11]([CH:15]([NH:23]C(C2CC(=C)C2)=O)[C:16]2[C:21](Cl)=[N:20][CH:19]=[CH:18][N:17]=2)[CH:12]=[CH:13][CH:14]=1)[C:2]1[CH:7]=[CH:6][CH:5]=[CH:4][CH:3]=1.Cl.[CH2:32]([O:39]C1C=C(C(N)C2C(Cl)=NC=CN=2)C=CC=1)[C:33]1[CH:38]=[CH:37][CH:36]=C[CH:34]=1.CC[N:57](C(C)C)C(C)C.C=C1CC(C(O)=O)C1.C(Cl)CCl.C1C=CC2N(O)N=NC=2C=1. Product: [NH2:57][C:21]1[C:16]2[N:17]([C:36]([CH:37]3[CH2:34][CH:33]([CH2:32][OH:39])[CH2:38]3)=[N:23][C:15]=2[C:11]2[CH:12]=[CH:13][CH:14]=[C:9]([O:8][CH2:1][C:2]3[CH:7]=[CH:6][CH:5]=[CH:4][CH:3]=3)[CH:10]=2)[CH:18]=[CH:19][N:20]=1. The catalyst class is: 124. (2) The catalyst class is: 11. Product: [Cl:1][C:2]1[CH:3]=[C:4]([NH:8][C:9]2[CH:14]=[CH:13][N:12]3[N:15]=[CH:16][C:17]([CH:18]=[C:22]4[CH2:23][CH2:24][C:25](=[O:26])[NH:20][C:21]4=[O:27])=[C:11]3[N:10]=2)[CH:5]=[CH:6][CH:7]=1. Reactant: [Cl:1][C:2]1[CH:3]=[C:4]([NH:8][C:9]2[CH:14]=[CH:13][N:12]3[N:15]=[CH:16][C:17]([CH:18]=O)=[C:11]3[N:10]=2)[CH:5]=[CH:6][CH:7]=1.[NH:20]1[C:25](=[O:26])[CH2:24][CH2:23][CH2:22][C:21]1=[O:27].N1CCCCC1.